This data is from Full USPTO retrosynthesis dataset with 1.9M reactions from patents (1976-2016). The task is: Predict the reactants needed to synthesize the given product. (1) Given the product [CH2:1]([C:8]1[S:12][C:11]2[CH:13]=[CH:14][CH:15]=[CH:16][C:10]=2[C:9]=1[C:17]1[CH:18]=[CH:19][C:20]([C:23]2[CH:28]=[C:27]([Br:29])[C:26]([O:30][C@H:35]([CH2:37][C:38]3[CH:43]=[CH:42][CH:41]=[CH:40][CH:39]=3)[C:34]([OH:44])=[O:33])=[C:25]([Br:31])[CH:24]=2)=[CH:21][CH:22]=1)[C:2]1[CH:3]=[CH:4][CH:5]=[CH:6][CH:7]=1, predict the reactants needed to synthesize it. The reactants are: [CH2:1]([C:8]1[S:12][C:11]2[CH:13]=[CH:14][CH:15]=[CH:16][C:10]=2[C:9]=1[C:17]1[CH:22]=[CH:21][C:20]([C:23]2[CH:28]=[C:27]([Br:29])[C:26]([OH:30])=[C:25]([Br:31])[CH:24]=2)=[CH:19][CH:18]=1)[C:2]1[CH:7]=[CH:6][CH:5]=[CH:4][CH:3]=1.C[O:33][C:34](=[O:44])[C@H:35]([CH2:37][C:38]1[CH:43]=[CH:42][CH:41]=[CH:40][CH:39]=1)O. (2) Given the product [C:1]1([C:7]2[S:11][CH:10]=[C:9]([NH:12][CH:20]([CH3:19])[C:21]([O:23][CH3:24])=[O:22])[CH:8]=2)[CH:2]=[CH:3][CH:4]=[CH:5][CH:6]=1, predict the reactants needed to synthesize it. The reactants are: [C:1]1([C:7]2[S:11][CH:10]=[C:9]([NH2:12])[CH:8]=2)[CH:6]=[CH:5][CH:4]=[CH:3][CH:2]=1.C([O-])([O-])=O.[K+].[K+].[CH3:19][CH:20](Br)[C:21]([O:23][CH3:24])=[O:22]. (3) Given the product [F:1][C:2]1[CH:10]=[C:9]2[C:5]([C:6]([C:11]([OH:13])=[O:12])=[N:7][N:8]2[C:15]2[CH:20]=[C:19]([I:21])[CH:18]=[CH:17][N:16]=2)=[CH:4][CH:3]=1, predict the reactants needed to synthesize it. The reactants are: [F:1][C:2]1[CH:10]=[C:9]2[C:5]([C:6]([C:11]([OH:13])=[O:12])=[N:7][NH:8]2)=[CH:4][CH:3]=1.F[C:15]1[CH:20]=[C:19]([I:21])[CH:18]=[CH:17][N:16]=1. (4) Given the product [CH3:1][CH2:2][C@H:3]1[O:18][C:16](=[O:17])[C@H:15]([CH3:19])[C@@H:14]([O:20][C@@H:21]2[O:26][C@@H:25]([CH3:27])[C@H:24]([OH:28])[C@@:23]([O:30][CH3:31])([CH3:29])[CH2:22]2)[C@H:13]([CH3:32])[C@@H:12]([O:33][C@@H:34]2[O:39][C@H:38]([CH3:40])[CH2:37][C@H:36]([N:41]([CH3:43])[CH3:42])[C@H:35]2[OH:44])[C@@:11]([OH:46])([CH3:45])[CH2:10][C@@H:9]([CH3:47])[CH2:8][N:7]([CH3:54])[C@H:6]([CH3:48])[C@@H:5]([OH:49])[C@@:4]1([OH:51])[CH3:50], predict the reactants needed to synthesize it. The reactants are: [CH3:1][CH2:2][C@H:3]1[O:18][C:16](=[O:17])[C@H:15]([CH3:19])[C@@H:14]([O:20][C@@H:21]2[O:26][C@@H:25]([CH3:27])[C@H:24]([OH:28])[C@@:23]([O:30][CH3:31])([CH3:29])[CH2:22]2)[C@H:13]([CH3:32])[C@@H:12]([O:33][C@@H:34]2[O:39][C@H:38]([CH3:40])[CH2:37][C@H:36]([N:41]([CH3:43])[CH3:42])[C@H:35]2[OH:44])[C@@:11]([OH:46])([CH3:45])[CH2:10][C@@H:9]([CH3:47])[CH2:8][NH:7][C@H:6]([CH3:48])[C@@H:5]([OH:49])[C@@:4]1([OH:51])[CH3:50].C=O.[CH:54](O)=O.O. (5) Given the product [CH3:25][S:26]([OH:29])(=[O:28])=[O:27].[CH3:5][N:4]([CH2:6][CH:7]1[C:16]([C:18]2[CH:23]=[CH:22][CH:21]=[C:20]([F:24])[CH:19]=2)([OH:17])[CH2:15][CH2:14][C:9](=[O:10])[CH2:8]1)[CH3:3], predict the reactants needed to synthesize it. The reactants are: Cl.Cl.[CH3:3][N:4]([CH2:6][CH:7]1[C:16]([C:18]2[CH:23]=[CH:22][CH:21]=[C:20]([F:24])[CH:19]=2)([OH:17])[CH2:15][CH2:14][C:9]2(OCC[O:10]2)[CH2:8]1)[CH3:5].[CH3:25][S:26]([OH:29])(=[O:28])=[O:27]. (6) Given the product [C:1]([O:5][C:6](=[O:16])[NH:7][CH2:8][C:9]1[CH:14]=[CH:13][CH:12]=[C:11]([C:22]2[CH:27]=[CH:26][CH:25]=[CH:24][N:23]=2)[CH:10]=1)([CH3:4])([CH3:3])[CH3:2], predict the reactants needed to synthesize it. The reactants are: [C:1]([O:5][C:6](=[O:16])[NH:7][CH2:8][C:9]1[CH:14]=[CH:13][CH:12]=[C:11](I)[CH:10]=1)([CH3:4])([CH3:3])[CH3:2].C([Sn](CCCC)(CCCC)[C:22]1[CH:27]=[CH:26][CH:25]=[CH:24][N:23]=1)CCC. (7) The reactants are: [Cl:1][C:2]1[CH:7]=[CH:6][C:5]([CH:8]2[C:12](=[O:13])[NH:11][C:10]3([CH2:18][CH2:17][N:16]([C:19]([O:21][C:22]([CH3:25])([CH3:24])[CH3:23])=[O:20])[CH2:15][CH2:14]3)[NH:9]2)=[CH:4][CH:3]=1.BrN1C(=O)CCC1=O.O. Given the product [Cl:1][C:2]1[CH:7]=[CH:6][C:5]([C:8]2[C:12](=[O:13])[NH:11][C:10]3([CH2:14][CH2:15][N:16]([C:19]([O:21][C:22]([CH3:25])([CH3:24])[CH3:23])=[O:20])[CH2:17][CH2:18]3)[N:9]=2)=[CH:4][CH:3]=1, predict the reactants needed to synthesize it. (8) Given the product [C:27]1([O:33][CH2:2][C:3]2[CH:4]=[C:5]([CH:24]=[CH:25][CH:26]=2)[CH2:6][N:7]2[CH2:23][CH2:22][C:10]3([N:14]([C:15]4[CH:20]=[CH:19][CH:18]=[CH:17][CH:16]=4)[CH2:13][NH:12][C:11]3=[O:21])[CH2:9][CH2:8]2)[CH:32]=[CH:31][CH:30]=[CH:29][CH:28]=1, predict the reactants needed to synthesize it. The reactants are: Cl[CH2:2][C:3]1[CH:4]=[C:5]([CH:24]=[CH:25][CH:26]=1)[CH2:6][N:7]1[CH2:23][CH2:22][C:10]2([N:14]([C:15]3[CH:20]=[CH:19][CH:18]=[CH:17][CH:16]=3)[CH2:13][NH:12][C:11]2=[O:21])[CH2:9][CH2:8]1.[C:27]1([OH:33])[CH:32]=[CH:31][CH:30]=[CH:29][CH:28]=1.C([O-])([O-])=O.[K+].[K+]. (9) Given the product [C:25]([O:24][C:22]([N:8]1[CH2:9][C@@H:10]([NH:11][C:12]([O:14][CH2:15][C:16]2[CH:17]=[CH:18][CH:19]=[CH:20][CH:21]=2)=[O:13])[C@H:6]([C:4]([OH:5])=[O:3])[CH2:7]1)=[O:23])([CH3:28])([CH3:26])[CH3:27], predict the reactants needed to synthesize it. The reactants are: C([O:3][C:4]([C@H:6]1[C@H:10]([NH:11][C:12]([O:14][CH2:15][C:16]2[CH:21]=[CH:20][CH:19]=[CH:18][CH:17]=2)=[O:13])[CH2:9][N:8]([C:22]([O:24][C:25]([CH3:28])([CH3:27])[CH3:26])=[O:23])[CH2:7]1)=[O:5])C.[Li+].[OH-]. (10) Given the product [SH:13][C:8]1[CH:9]=[CH:10][CH:11]=[CH:12][C:7]=1[CH2:6][C:5]1[CH:4]=[C:3]([OH:2])[CH:16]=[CH:15][CH:14]=1, predict the reactants needed to synthesize it. The reactants are: C[O:2][C:3]1[CH:4]=[C:5]([CH:14]=[CH:15][CH:16]=1)[CH2:6][C:7]1[CH:12]=[CH:11][CH:10]=[CH:9][C:8]=1[SH:13].[Al+3].[Cl-].[Cl-].[Cl-].[Li]CCCC.O.